Dataset: HIV replication inhibition screening data with 41,000+ compounds from the AIDS Antiviral Screen. Task: Binary Classification. Given a drug SMILES string, predict its activity (active/inactive) in a high-throughput screening assay against a specified biological target. The compound is Cc1ccccc1N1OS(=O)(=O)CC1(C#N)c1ccccc1. The result is 0 (inactive).